This data is from Catalyst prediction with 721,799 reactions and 888 catalyst types from USPTO. The task is: Predict which catalyst facilitates the given reaction. (1) Reactant: [C:1]([C:3]1[C:8]2[S:9](=[O:26])(=[O:25])[CH2:10][C:11]3[C:15]([C:16]([O-])=[O:17])=[N:14][N:13]([C:19]4[CH:24]=[CH:23][CH:22]=[CH:21][CH:20]=4)[C:12]=3[C:7]=2[CH:6]=[CH:5][CH:4]=1)#[N:2].[NH:27]1[CH2:32][CH2:31][O:30][CH2:29][CH2:28]1.CCN=C=NCCCN(C)C.Cl.C1C=CC2N([OH:54])N=NC=2C=1. Product: [N:27]1([C:16]([C:15]2[C:11]3[CH2:10][S:9](=[O:26])(=[O:25])[C:8]4[C:7](=[CH:6][CH:5]=[CH:4][C:3]=4[C:1]([NH2:2])=[O:54])[C:12]=3[N:13]([C:19]3[CH:24]=[CH:23][CH:22]=[CH:21][CH:20]=3)[N:14]=2)=[O:17])[CH2:32][CH2:31][O:30][CH2:29][CH2:28]1. The catalyst class is: 2. (2) Reactant: [O:1]1[CH2:3][C@@H:2]1[CH2:4][O:5][C@@H:6]([C:8]1[CH:13]=[CH:12][CH:11]=[CH:10][C:9]=1/[CH:14]=[CH:15]/[C:16]([O:18][CH3:19])=[O:17])[CH3:7].[CH2:20]1[C:28]2[C:23](=[CH:24][CH:25]=[CH:26][CH:27]=2)[CH2:22][CH:21]1[CH2:29][C:30]([CH3:33])([NH2:32])[CH3:31].Cl([O-])(=O)(=O)=O.[Li+].O. Product: [CH2:22]1[C:23]2[C:28](=[CH:27][CH:26]=[CH:25][CH:24]=2)[CH2:20][CH:21]1[CH2:29][C:30]([NH:32][CH2:3][C@@H:2]([OH:1])[CH2:4][O:5][C@@H:6]([C:8]1[CH:13]=[CH:12][CH:11]=[CH:10][C:9]=1/[CH:14]=[CH:15]/[C:16]([O:18][CH3:19])=[O:17])[CH3:7])([CH3:31])[CH3:33]. The catalyst class is: 11. (3) Reactant: [O:1]=[C:2]1[NH:6][C:5]2=[C:7]([C:11]([OH:13])=O)[CH:8]=[CH:9][CH:10]=[C:4]2[O:3]1.CCOC(OC(OCC)=O)=O.[F:25][C:26]([F:42])([F:41])[C:27]1[CH:32]=[CH:31][C:30]([CH2:33][NH2:34])=[C:29]([N:35]2[CH2:40][CH2:39][CH2:38][CH2:37][CH2:36]2)[CH:28]=1. Product: [F:41][C:26]([F:25])([F:42])[C:27]1[CH:32]=[CH:31][C:30]([CH2:33][NH:34][C:11]([C:7]2[CH:8]=[CH:9][CH:10]=[C:4]3[O:3][C:2](=[O:1])[NH:6][C:5]=23)=[O:13])=[C:29]([N:35]2[CH2:40][CH2:39][CH2:38][CH2:37][CH2:36]2)[CH:28]=1. The catalyst class is: 1. (4) Reactant: [F:1][C:2]([F:15])([F:14])[C:3]([N:5]([C:7]1[CH:12]=[CH:11][C:10](I)=[CH:9][CH:8]=1)[CH3:6])=[O:4].[CH2:16]([OH:21])[CH2:17][CH2:18][C:19]#[CH:20]. Product: [F:1][C:2]([F:15])([F:14])[C:3]([N:5]([C:7]1[CH:12]=[CH:11][C:10]([C:20]#[C:19][CH2:18][CH2:17][CH2:16][OH:21])=[CH:9][CH:8]=1)[CH3:6])=[O:4]. The catalyst class is: 778. (5) The catalyst class is: 2. Reactant: [Br:1][C:2]1[CH:3]=[C:4]([CH:6]=[C:7]([Br:10])[C:8]=1[F:9])[NH2:5].N1C=CC=CC=1.Cl[C:18]([O:20][CH3:21])=[O:19]. Product: [CH3:21][O:20][C:18](=[O:19])[NH:5][C:4]1[CH:3]=[C:2]([Br:1])[C:8]([F:9])=[C:7]([Br:10])[CH:6]=1. (6) Reactant: FC(F)(F)C(O)=O.[CH3:8][O:9][C:10](=[O:30])[CH2:11][C:12]1[C:21]([CH3:22])=[C:20]([CH:23]2[CH2:28][CH2:27][NH:26][CH2:25][CH2:24]2)[C:19]2[C:14](=[CH:15][CH:16]=[C:17]([F:29])[CH:18]=2)[CH:13]=1.C(N(CC)C(C)C)(C)C.[N:40]1([S:45](Cl)(=[O:47])=[O:46])[CH2:44][CH2:43][CH2:42][CH2:41]1. Product: [CH3:8][O:9][C:10](=[O:30])[CH2:11][C:12]1[C:21]([CH3:22])=[C:20]([CH:23]2[CH2:24][CH2:25][N:26]([S:45]([N:40]3[CH2:44][CH2:43][CH2:42][CH2:41]3)(=[O:47])=[O:46])[CH2:27][CH2:28]2)[C:19]2[C:14](=[CH:15][CH:16]=[C:17]([F:29])[CH:18]=2)[CH:13]=1. The catalyst class is: 2. (7) The catalyst class is: 13. Reactant: C(O)(=O)C.[CH:5]([N:7]([CH2:20][C:21](=O)[CH3:22])[C:8]1[CH:17]=[CH:16][C:11]([C:12]([O:14][CH3:15])=[O:13])=[CH:10][C:9]=1[O:18][CH3:19])=O.C([O-])(=O)C.[NH4+:28].N. Product: [CH3:19][O:18][C:9]1[CH:10]=[C:11]([CH:16]=[CH:17][C:8]=1[N:7]1[CH:20]=[C:21]([CH3:22])[N:28]=[CH:5]1)[C:12]([O:14][CH3:15])=[O:13]. (8) Reactant: Br[CH2:2][C:3]([C:5]1[CH:10]=[CH:9][CH:8]=[C:7]([F:11])[CH:6]=1)=O.[NH2:12][C:13]([CH:15]1[CH2:20][CH2:19][N:18]([C:21]([O:23][C:24]([CH3:27])([CH3:26])[CH3:25])=[O:22])[CH2:17][CH2:16]1)=[S:14].C(=O)([O-])[O-].[K+].[K+].O. Product: [F:11][C:7]1[CH:6]=[C:5]([C:3]2[N:12]=[C:13]([CH:15]3[CH2:20][CH2:19][N:18]([C:21]([O:23][C:24]([CH3:27])([CH3:26])[CH3:25])=[O:22])[CH2:17][CH2:16]3)[S:14][CH:2]=2)[CH:10]=[CH:9][CH:8]=1. The catalyst class is: 9.